Task: Predict the reactants needed to synthesize the given product.. Dataset: Full USPTO retrosynthesis dataset with 1.9M reactions from patents (1976-2016) Given the product [CH2:29]([C:31]1[O:28][N:27]=[C:1]([C:3]2[CH:4]=[C:5]([N:9]3[CH2:18][C@H:17]4[N:13]([CH2:14][CH2:15][CH2:16]4)[C:12]4[N:19]=[C:20]([S:23][CH3:24])[N:21]=[CH:22][C:11]=4[C:10]3=[O:25])[CH:6]=[CH:7][CH:8]=2)[N:2]=1)[CH3:30], predict the reactants needed to synthesize it. The reactants are: [C:1]([C:3]1[CH:4]=[C:5]([N:9]2[CH2:18][C@H:17]3[N:13]([CH2:14][CH2:15][CH2:16]3)[C:12]3[N:19]=[C:20]([S:23][CH3:24])[N:21]=[CH:22][C:11]=3[C:10]2=[O:25])[CH:6]=[CH:7][CH:8]=1)#[N:2].Cl.[NH2:27][OH:28].[CH:29](N(CC)C(C)C)([CH3:31])[CH3:30].C(Cl)(=O)CC.